Dataset: Forward reaction prediction with 1.9M reactions from USPTO patents (1976-2016). Task: Predict the product of the given reaction. (1) Given the reactants [O:1]([C:8]1[C:14]([CH3:15])=[CH:13][C:11]([NH2:12])=[C:10]([CH3:16])[CH:9]=1)[C:2]1[CH:7]=[CH:6][CH:5]=[CH:4][CH:3]=1.CO[CH:19](OC)[N:20]([CH2:22][CH3:23])[CH3:21], predict the reaction product. The product is: [CH2:22]([N:20]([CH3:21])[CH:19]=[N:12][C:11]1[CH:13]=[C:14]([CH3:15])[C:8]([O:1][C:2]2[CH:3]=[CH:4][CH:5]=[CH:6][CH:7]=2)=[CH:9][C:10]=1[CH3:16])[CH3:23]. (2) Given the reactants [CH3:1][O:2][C:3](=[O:21])[C@@H:4]([NH:12][C:13]([O:15][CH:16]1[CH2:20][CH2:19][CH2:18][CH2:17]1)=[O:14])[CH2:5][CH2:6][CH2:7][CH2:8][CH2:9][CH:10]=[CH2:11].B1C2CCCC1CCC2.C([O-])(O)=[O:32].[Na+].OO, predict the reaction product. The product is: [CH3:1][O:2][C:3](=[O:21])[C@@H:4]([NH:12][C:13]([O:15][CH:16]1[CH2:17][CH2:18][CH2:19][CH2:20]1)=[O:14])[CH2:5][CH2:6][CH2:7][CH2:8][CH2:9][CH2:10][CH2:11][OH:32]. (3) Given the reactants Cl.[F:2][C:3]1[CH:4]=[C:5]2[C:9](=[CH:10][CH:11]=1)[N:8]([C:12]1[CH:17]=[CH:16][CH:15]=[CH:14][C:13]=1[F:18])[N:7]=[C:6]2[O:19][CH2:20][C@H:21]1[CH2:26][CH2:25][CH2:24][NH:23][CH2:22]1.C([O-])([O-])=O.[K+].[K+], predict the reaction product. The product is: [F:2][C:3]1[CH:4]=[C:5]2[C:9](=[CH:10][CH:11]=1)[N:8]([C:12]1[CH:17]=[CH:16][CH:15]=[CH:14][C:13]=1[F:18])[N:7]=[C:6]2[O:19][CH2:20][C@H:21]1[CH2:26][CH2:25][CH2:24][NH:23][CH2:22]1. (4) Given the reactants [CH3:1][O:2][C:3]1[N:8]=[C:7]([C:9]2[N:13]3[CH2:14][CH2:15][CH2:16][CH:17]([C:18]([O:20][CH2:21][CH3:22])=[O:19])[C:12]3=[N:11][N:10]=2)[CH:6]=[CH:5][C:4]=1[N:23]1[CH:27]=[C:26]([CH3:28])[N:25]=[CH:24]1.[H-].[Na+].[Cl:31]N1C(=O)CCC1=O, predict the reaction product. The product is: [Cl:31][C:17]1([C:18]([O:20][CH2:21][CH3:22])=[O:19])[CH2:16][CH2:15][CH2:14][N:13]2[C:9]([C:7]3[CH:6]=[CH:5][C:4]([N:23]4[CH:27]=[C:26]([CH3:28])[N:25]=[CH:24]4)=[C:3]([O:2][CH3:1])[N:8]=3)=[N:10][N:11]=[C:12]12. (5) Given the reactants [CH2:1]([OH:8])[C:2]1[CH:7]=[CH:6][CH:5]=[CH:4][CH:3]=1.[H-].[Na+].[Br:11][C:12]1[CH:13]=[N:14][C:15]2[C:20]([CH:21]=1)=[N:19][CH:18]=[C:17](Br)[CH:16]=2, predict the reaction product. The product is: [CH2:1]([O:8][C:17]1[CH:18]=[N:19][C:20]2[C:15]([CH:16]=1)=[N:14][CH:13]=[C:12]([Br:11])[CH:21]=2)[C:2]1[CH:7]=[CH:6][CH:5]=[CH:4][CH:3]=1. (6) Given the reactants [NH2:1][CH2:2][Si:3]([CH3:6])([CH3:5])[CH3:4].F[C:8]1[CH:13]=[CH:12][C:11]([N+:14]([O-])=O)=[CH:10][CH:9]=1.C(N(CC)CC)C.O.[Cl:25]CCl, predict the reaction product. The product is: [ClH:25].[ClH:25].[CH3:4][Si:3]([CH2:2][NH:1][C:8]1[CH:13]=[CH:12][C:11]([NH2:14])=[CH:10][CH:9]=1)([CH3:6])[CH3:5]. (7) Given the reactants [F:1][C:2]([F:17])([F:16])[CH2:3][O:4][C:5]1[CH:15]=[C:8]2[N:9]=[C:10]([CH3:14])[CH:11]=[C:12]([OH:13])[N:7]2[N:6]=1.C(=O)([O-])[O-].[K+].[K+].[Cl:24][C:25]1[CH:30]=[CH:29][C:28]([CH2:31]Cl)=[CH:27][N:26]=1.O, predict the reaction product. The product is: [Cl:24][C:25]1[N:26]=[CH:27][C:28]([CH2:31][N:9]2[C:10]([CH3:14])=[CH:11][C:12](=[O:13])[N:7]3[N:6]=[C:5]([O:4][CH2:3][C:2]([F:1])([F:16])[F:17])[CH:15]=[C:8]23)=[CH:29][CH:30]=1.